This data is from Catalyst prediction with 721,799 reactions and 888 catalyst types from USPTO. The task is: Predict which catalyst facilitates the given reaction. (1) Reactant: [CH2:1]1[CH2:11][CH2:10][N:9]2[C:4](=N[CH2:6][CH2:7][CH2:8]2)[CH2:3][CH2:2]1.C[Si]([C:16]#[N:17])(C)C. Product: [C:4]1([C:16]#[N:17])[C:3]2[C:6](=[CH:10][CH:11]=[CH:1][CH:2]=2)[CH:7]=[CH:8][N:9]=1. The catalyst class is: 1. (2) Reactant: C(N)(C)(C)C.[Br:6]N1C(=O)CCC1=O.[CH3:14][C:15]1[CH:24]=[CH:23][C:22]2[C:17](=[C:18]([OH:25])[CH:19]=[CH:20][CH:21]=2)[N:16]=1. Product: [Br:6][C:19]1[C:18]([OH:25])=[C:17]2[C:22]([CH:23]=[CH:24][C:15]([CH3:14])=[N:16]2)=[CH:21][CH:20]=1. The catalyst class is: 345. (3) Reactant: [C:1]1([CH2:7][CH2:8][CH:9]([CH2:12][OH:13])[CH2:10][OH:11])[CH:6]=[CH:5][CH:4]=[CH:3][CH:2]=1.C(N([CH2:19][CH3:20])CC)C.[S:21](Cl)([C:24]1[CH:30]=[CH:29][C:27]([CH3:28])=[CH:26][CH:25]=1)(=[O:23])=[O:22]. Product: [CH3:28][C:27]1[CH:29]=[CH:30][C:24]([S:21]([O:13][CH2:12][CH:9]([CH2:10][O:11][S:21]([C:24]2[CH:30]=[CH:29][C:19]([CH3:20])=[CH:26][CH:25]=2)(=[O:23])=[O:22])[CH2:8][CH2:7][C:1]2[CH:6]=[CH:5][CH:4]=[CH:3][CH:2]=2)(=[O:23])=[O:22])=[CH:25][CH:26]=1. The catalyst class is: 166. (4) Reactant: [Br:1][C:2]1[CH:7]=[CH:6][C:5]([OH:8])=[C:4]([O:9][CH3:10])[CH:3]=1.[C:11]12(O)[CH2:20][CH:15]3[CH2:16][CH:17]([CH2:19][CH:13]([CH2:14]3)[CH2:12]1)[CH2:18]2.CS(O)(=O)=O. Product: [C:11]12([C:6]3[CH:7]=[C:2]([Br:1])[CH:3]=[C:4]([O:9][CH3:10])[C:5]=3[OH:8])[CH2:20][CH:15]3[CH2:16][CH:17]([CH2:19][CH:13]([CH2:14]3)[CH2:12]1)[CH2:18]2. The catalyst class is: 2. (5) Reactant: [C:1]([O:5][C:6]([NH:8][CH2:9][C:10]1[C:11]([CH2:27][CH:28]([CH3:30])[CH3:29])=[N:12][C:13]([CH3:26])=[C:14]([C:18]=1[C:19]1[CH:24]=[CH:23][C:22]([CH3:25])=[CH:21][CH:20]=1)[C:15]([OH:17])=[O:16])=[O:7])([CH3:4])([CH3:3])[CH3:2].Cl[CH2:32]/[CH:33]=[C:34]1/[O:35][C:36](=[O:43])[C:37]2[CH:42]=[CH:41][CH:40]=[CH:39][C:38]/1=2.C(=O)([O-])[O-].[K+].[K+]. Product: [C:1]([O:5][C:6]([NH:8][CH2:9][C:10]1[C:11]([CH2:27][CH:28]([CH3:30])[CH3:29])=[N:12][C:13]([CH3:26])=[C:14]([C:18]=1[C:19]1[CH:24]=[CH:23][C:22]([CH3:25])=[CH:21][CH:20]=1)[C:15]([O:17][CH2:32]/[CH:33]=[C:34]1/[O:35][C:36](=[O:43])[C:37]2[CH:42]=[CH:41][CH:40]=[CH:39][C:38]/1=2)=[O:16])=[O:7])([CH3:4])([CH3:3])[CH3:2]. The catalyst class is: 42. (6) Product: [OH:22][NH:21][C:4](=[O:3])[CH2:5][CH2:6][CH2:7][CH2:8][CH2:9][CH2:10][S:11]([C:13]1[CH:18]=[CH:17][C:16]([Cl:19])=[CH:15][CH:14]=1)=[O:12]. Reactant: C([O:3][C:4](=O)[CH2:5][CH2:6][CH2:7][CH2:8][CH2:9][CH2:10][S:11]([C:13]1[CH:18]=[CH:17][C:16]([Cl:19])=[CH:15][CH:14]=1)=[O:12])C.[NH2:21][OH:22].[OH-].[K+].CO. The catalyst class is: 1.